From a dataset of Reaction yield outcomes from USPTO patents with 853,638 reactions. Predict the reaction yield, written as a fraction of the theoretical maximum amount of product (1.0 means a 100% yield; for example, 0.34 means a 34% yield). (1) The reactants are [CH3:1][O:2][C:3]([NH:5][CH2:6][CH2:7][CH2:8][CH2:9][CH2:10][CH2:11]O)=[O:4].C1(P(C2C=CC=CC=2)C2C=CC=CC=2)C=CC=CC=1.[Br:32]C(Br)(Br)Br. The catalyst is ClCCl. The yield is 0.770. The product is [CH3:1][O:2][C:3]([NH:5][CH2:6][CH2:7][CH2:8][CH2:9][CH2:10][CH2:11][Br:32])=[O:4]. (2) The reactants are [Br:1][C:2]1[CH:7]=[CH:6][C:5]([NH:8][C:9]2[N:13]([CH2:14][CH2:15][CH2:16][CH2:17]O)[C:12]3[C:19]([CH:24]([CH2:27][CH3:28])[CH2:25][CH3:26])=[CH:20][CH:21]=[C:22]([Cl:23])[C:11]=3[N:10]=2)=[C:4]([O:29][C:30]([F:33])([F:32])[F:31])[CH:3]=1.CS(Cl)(=O)=O.S([O-])(=O)(=O)C.C(=O)([O-])[O-].[K+].[K+]. The catalyst is O1CCCC1.C(N(CC)CC)C.C(=O)([O-])O.[Na+].CN(C)C=O.O. The product is [Br:1][C:2]1[CH:7]=[CH:6][C:5]([N:8]2[C:9]3=[N:10][C:11]4[C:22]([Cl:23])=[CH:21][CH:20]=[C:19]([CH:24]([CH2:25][CH3:26])[CH2:27][CH3:28])[C:12]=4[N:13]3[CH2:14][CH2:15][CH2:16][CH2:17]2)=[C:4]([O:29][C:30]([F:33])([F:31])[F:32])[CH:3]=1. The yield is 0.490. (3) The reactants are Br[C:2]1[CH:3]=[C:4]2[CH2:10][C@:9]3([CH:15]4[CH2:16][CH2:17][N:12]([CH2:13][CH2:14]4)[CH2:11]3)[O:8][C:5]2=[N:6][CH:7]=1.[CH:18]([C:20]1[CH:25]=[CH:24][CH:23]=[CH:22][N:21]=1)=[CH2:19]. No catalyst specified. The product is [N:21]1[CH:22]=[CH:23][CH:24]=[CH:25][C:20]=1[CH:18]=[CH:19][C:2]1[CH:3]=[C:4]2[CH2:10][C@:9]3([CH:15]4[CH2:16][CH2:17][N:12]([CH2:13][CH2:14]4)[CH2:11]3)[O:8][C:5]2=[N:6][CH:7]=1. The yield is 0.230. (4) The reactants are [C:1]([CH:4]([C:22](=[O:25])[CH2:23][CH3:24])[CH2:5][C:6]([C:8]1[CH:9]=[C:10]2[C:15](=[CH:16][CH:17]=1)[N:14]([CH3:18])[C:13](=[O:19])[CH2:12][C:11]2([CH3:21])[CH3:20])=O)(=O)[CH3:2].[NH2:26][C:27]1[CH:32]=[CH:31][C:30]([S:33]([NH2:36])(=[O:35])=[O:34])=[CH:29][CH:28]=1.N. The catalyst is C(O)(=O)C.C(Cl)(Cl)Cl. The product is [CH3:2][C:1]1[N:26]([C:27]2[CH:32]=[CH:31][C:30]([S:33]([NH2:36])(=[O:34])=[O:35])=[CH:29][CH:28]=2)[C:6]([C:8]2[CH:9]=[C:10]3[C:15](=[CH:16][CH:17]=2)[N:14]([CH3:18])[C:13](=[O:19])[CH2:12][C:11]3([CH3:21])[CH3:20])=[CH:5][C:4]=1[C:22](=[O:25])[CH2:23][CH3:24]. The yield is 0.112. (5) The reactants are Br[C:2]1[CH:7]=[CH:6][CH:5]=[CH:4][C:3]=1[C:8]1[CH:13]=[CH:12][CH:11]=[CH:10][CH:9]=1.C([Li])CCC.C([O:22][B:23](OC(C)C)[O:24]C(C)C)(C)C.Cl. The catalyst is CCOCC.CCCCCC. The yield is 0.620. The product is [C:3]1([C:8]2[CH:13]=[CH:12][CH:11]=[CH:10][CH:9]=2)[C:2]([B:23]([OH:24])[OH:22])=[CH:7][CH:6]=[CH:5][CH:4]=1. (6) The reactants are C[O:2][C:3](=O)[CH2:4][N:5]([CH2:14][C:15]1[C:16]([NH2:22])=[N:17][CH:18]=[C:19]([Br:21])[CH:20]=1)[CH2:6][CH2:7][N:8]1[CH2:13][CH2:12][O:11][CH2:10][CH2:9]1.[H-].[Na+]. The catalyst is CS(C)=O.O. The product is [Br:21][C:19]1[CH:18]=[N:17][C:16]2[NH:22][C:3](=[O:2])[CH2:4][N:5]([CH2:6][CH2:7][N:8]3[CH2:13][CH2:12][O:11][CH2:10][CH2:9]3)[CH2:14][C:15]=2[CH:20]=1. The yield is 0.570. (7) The reactants are [NH2:1][C:2]([C:4]1[CH:5]=[CH:6][C:7]([N:10]([CH2:30][CH2:31][CH3:32])[CH2:11][CH2:12][CH2:13][O:14][C:15]2[CH:16]=[C:17]3[C:21](=[CH:22][CH:23]=2)[C@H:20]([CH2:24][C:25]([O:27][CH2:28][CH3:29])=[O:26])[CH2:19][CH2:18]3)=[N:8][CH:9]=1)=[S:3].Br[CH:34]([CH3:38])[C:35](=O)[CH3:36]. The catalyst is C(O)C. The product is [CH3:38][C:34]1[N:1]=[C:2]([C:4]2[CH:5]=[CH:6][C:7]([N:10]([CH2:30][CH2:31][CH3:32])[CH2:11][CH2:12][CH2:13][O:14][C:15]3[CH:16]=[C:17]4[C:21](=[CH:22][CH:23]=3)[C@H:20]([CH2:24][C:25]([O:27][CH2:28][CH3:29])=[O:26])[CH2:19][CH2:18]4)=[N:8][CH:9]=2)[S:3][C:35]=1[CH3:36]. The yield is 1.00. (8) The reactants are [Cl:1][C:2]1[CH:6]=[C:5]([C:7](O)=[O:8])[N:4]([CH3:10])[N:3]=1.O1CCCC1.C(Cl)(=O)C(Cl)=O.[NH2:22][C:23]1[CH:24]=[C:25]([CH:42]=[CH:43][C:44]=1[F:45])[O:26][C:27]1[CH:28]=[CH:29][C:30]2[N:31]([CH:33]=[C:34]([NH:36][C:37]([CH:39]3[CH2:41][CH2:40]3)=[O:38])[N:35]=2)[N:32]=1. The catalyst is CN(C)C=O.CN(C)C(=O)C. The product is [Cl:1][C:2]1[CH:6]=[C:5]([C:7]([NH:22][C:23]2[CH:24]=[C:25]([O:26][C:27]3[CH:28]=[CH:29][C:30]4[N:31]([CH:33]=[C:34]([NH:36][C:37]([CH:39]5[CH2:41][CH2:40]5)=[O:38])[N:35]=4)[N:32]=3)[CH:42]=[CH:43][C:44]=2[F:45])=[O:8])[N:4]([CH3:10])[N:3]=1. The yield is 0.710.